This data is from Full USPTO retrosynthesis dataset with 1.9M reactions from patents (1976-2016). The task is: Predict the reactants needed to synthesize the given product. (1) Given the product [F:40][C:36]1[C:35]([CH3:41])=[C:34]([CH:39]=[CH:38][CH:37]=1)[CH2:33][C:17]1[N:18]([C:27]2[CH:28]=[CH:29][CH:30]=[CH:31][CH:32]=2)[C:19]2[CH:24]=[C:23]([O:25][CH3:26])[N:22]=[CH:21][C:20]=2[C:16]=1[C:14]([N:11]1[CH2:10][CH2:9][NH:8][CH2:13][CH2:12]1)=[O:15], predict the reactants needed to synthesize it. The reactants are: C(OC([N:8]1[CH2:13][CH2:12][N:11]([C:14]([C:16]2[C:20]3[CH:21]=[N:22][C:23]([O:25][CH3:26])=[CH:24][C:19]=3[N:18]([C:27]3[CH:32]=[CH:31][CH:30]=[CH:29][CH:28]=3)[C:17]=2[CH2:33][C:34]2[CH:39]=[CH:38][CH:37]=[C:36]([F:40])[C:35]=2[CH3:41])=[O:15])[CH2:10][CH2:9]1)=O)(C)(C)C.Cl.Cl.Cl.FC1C(C)=C(C=CC=1)CC1N(C2C=CC=CC=2)C2C=C(OC)N=CC=2C=1C(N1CCNCC1)=O. (2) Given the product [F:41][C:42]([F:49])([F:48])[CH2:43][CH2:44][C:45]([N:37]1[CH2:38][CH2:39][CH2:40][C@@H:35]([NH:34][C:32]2[CH:31]=[CH:30][N:29]=[C:28]([C:25]3[N:23]4[CH:24]=[C:19]([F:18])[CH:20]=[CH:21][C:22]4=[N:27][CH:26]=3)[N:33]=2)[CH2:36]1)=[O:46], predict the reactants needed to synthesize it. The reactants are: CN1CCOCC1.ON1C2C=CC=CC=2N=N1.[F:18][C:19]1[CH:20]=[CH:21][C:22]2[N:23]([C:25]([C:28]3[N:33]=[C:32]([NH:34][C@@H:35]4[CH2:40][CH2:39][CH2:38][NH:37][CH2:36]4)[CH:31]=[CH:30][N:29]=3)=[CH:26][N:27]=2)[CH:24]=1.[F:41][C:42]([F:49])([F:48])[CH2:43][CH2:44][C:45](O)=[O:46]. (3) Given the product [C:9]([CH2:10][O:11][C:12]1[N:13]=[C:14]([NH2:3])[C:15]2[N:16]=[CH:17][N:18]([C:19]=2[N:20]=1)[C@@H:21]1[O:33][C@H:32]([CH2:34][OH:35])[C@@H:27]([OH:28])[C@H:22]1[OH:23])([OH:8])=[O:40], predict the reactants needed to synthesize it. The reactants are: [H][H].[NH3:3].C([O:8][C:9](=[O:40])[CH2:10][O:11][C:12]1[N:20]=[C:19]2[C:15]([N:16]=[CH:17][N:18]2[C@@H:21]2[O:33][C@H:32]([CH2:34][O:35]C(=O)C)[C@@H:27]([O:28]C(=O)C)[C@H:22]2[O:23]C(=O)C)=[C:14](Cl)[N:13]=1)(C)(C)C. (4) Given the product [CH3:11][C:8]([C:5]1[CH:6]=[CH:7][C:2]([B:16]2[O:17][C:18]([CH3:20])([CH3:19])[C:14]([CH3:30])([CH3:13])[O:15]2)=[CH:3][CH:4]=1)([CH3:12])[CH2:9][OH:10], predict the reactants needed to synthesize it. The reactants are: Br[C:2]1[CH:7]=[CH:6][C:5]([C:8]([CH3:12])([CH3:11])[CH2:9][OH:10])=[CH:4][CH:3]=1.[CH3:13][C:14]1([CH3:30])[C:18]([CH3:20])([CH3:19])[O:17][B:16]([B:16]2[O:17][C:18]([CH3:20])([CH3:19])[C:14]([CH3:30])([CH3:13])[O:15]2)[O:15]1.CC([O-])=O.[K+]. (5) Given the product [F:11][C:12]1[CH:13]=[C:14]([I:28])[CH:15]=[C:16]2[C:21]=1[N:20]([CH2:8][CH2:9][OH:10])[CH:19]=[C:18]([C:22]([O:24][CH2:25][CH3:26])=[O:23])[C:17]2=[O:27], predict the reactants needed to synthesize it. The reactants are: C(=O)([O-])[O-].[K+].[K+].I[CH2:8][CH2:9][OH:10].[F:11][C:12]1[CH:13]=[C:14]([I:28])[CH:15]=[C:16]2[C:21]=1[NH:20][CH:19]=[C:18]([C:22]([O:24][CH2:25][CH3:26])=[O:23])[C:17]2=[O:27]. (6) Given the product [C:43]([O:47][C:24](=[O:33])[NH:21][C:4]1[S:5][C:6]2=[N:7][C:8]([CH3:15])=[C:9]([CH2:13][CH3:14])[C:10]([CH3:12])=[C:11]2[C:3]=1[C:1]#[N:2])([CH3:46])([CH3:45])[CH3:44], predict the reactants needed to synthesize it. The reactants are: [C:1]([C:3]1[C:11]2[C:6](=[N:7][C:8]([CH3:15])=[C:9]([CH2:13][CH3:14])[C:10]=2[CH3:12])[S:5][C:4]=1C(O)=O)#[N:2].C([N:21]([CH2:24]C)CC)C.C1(P(N=[N+]=[N-])(C2C=CC=CC=2)=[O:33])C=CC=CC=1.[C:43]([OH:47])([CH3:46])([CH3:45])[CH3:44]. (7) Given the product [CH:32]1([C:31]2[N:26]3[N:25]=[CH:24][C:23]([C:21]([NH:20][CH:7]([CH2:8][C:9]4[CH:10]=[CH:11][C:12]([OH:15])=[CH:13][CH:14]=4)[C:6]([OH:45])=[O:5])=[O:22])=[C:27]3[N:28]=[CH:29][C:30]=2[C:38]2[CH:43]=[CH:42][C:41]([F:44])=[CH:40][CH:39]=2)[CH2:37][CH2:36][CH2:35][CH2:34][CH2:33]1, predict the reactants needed to synthesize it. The reactants are: C([O:5][C:6](=[O:45])[CH:7]([NH:20][C:21]([C:23]1[CH:24]=[N:25][N:26]2[C:31]([CH:32]3[CH2:37][CH2:36][CH2:35][CH2:34][CH2:33]3)=[C:30]([C:38]3[CH:43]=[CH:42][C:41]([F:44])=[CH:40][CH:39]=3)[CH:29]=[N:28][C:27]=12)=[O:22])[CH2:8][C:9]1[CH:14]=[CH:13][C:12]([O:15]C(C)(C)C)=[CH:11][CH:10]=1)(C)(C)C.FC(F)(F)C(O)=O.